This data is from Full USPTO retrosynthesis dataset with 1.9M reactions from patents (1976-2016). The task is: Predict the reactants needed to synthesize the given product. (1) Given the product [F:33][C:30]([F:31])([F:32])[CH2:29][O:28][C:18]1[C:19]([C:24]([CH3:26])([CH3:25])[CH3:27])=[CH:20][C:21]([CH3:23])=[CH:22][C:17]=1[C:16]1[C:10]2[CH:9]=[C:8]([C:6]([CH3:7])=[CH:5][C:4]([OH:34])=[O:3])[S:12][C:11]=2[CH:13]=[CH:14][CH:15]=1, predict the reactants needed to synthesize it. The reactants are: C([O:3][C:4](=[O:34])[CH:5]=[C:6]([C:8]1[S:12][C:11]2[CH:13]=[CH:14][CH:15]=[C:16]([C:17]3[CH:22]=[C:21]([CH3:23])[CH:20]=[C:19]([C:24]([CH3:27])([CH3:26])[CH3:25])[C:18]=3[O:28][CH2:29][C:30]([F:33])([F:32])[F:31])[C:10]=2[CH:9]=1)[CH3:7])C.C1COCC1.[Li+].[OH-]. (2) Given the product [CH3:12][C:9](=[CH2:8])[CH2:10][NH:11][C:13](=[O:14])[O:15][C:16]([CH3:19])([CH3:18])[CH3:17], predict the reactants needed to synthesize it. The reactants are: C(=O)([O-])[O-].[K+].[K+].Cl.[CH3:8][C:9](=[CH2:12])[CH2:10][NH2:11].[C:13](O[C:13]([O:15][C:16]([CH3:19])([CH3:18])[CH3:17])=[O:14])([O:15][C:16]([CH3:19])([CH3:18])[CH3:17])=[O:14].O. (3) Given the product [CH2:25]([N:26]([CH2:27][CH3:28])[C:7]1[CH:6]=[CH:5][C:4]([C:10]2[N:11]=[C:12]3[CH:17]=[C:16]([NH:18][CH3:19])[CH:15]=[CH:14][N:13]3[CH:20]=2)=[CH:3][CH:2]=1)[CH3:24], predict the reactants needed to synthesize it. The reactants are: F[C:2]1[CH:3]=[C:4]([C:10]2[N:11]=[C:12]3[CH:17]=[C:16]([NH:18][CH3:19])[CH:15]=[CH:14][N:13]3[CH:20]=2)[CH:5]=[CH:6][C:7]=1OC.CNC1[CH:28]=[CH:27][N:26]=[C:25](N)[CH:24]=1.BrCC(C1C=CC(N(CC)CC)=CC=1)=O. (4) Given the product [O:1]=[C:2]1[N:8]([CH2:9][C:10](=[O:16])[N:11]2[CH2:12][CH2:13][CH2:14][CH2:15]2)[C:7]2[CH:17]=[CH:18][CH:19]=[CH:20][C:6]=2[N:5]([C:21]2[CH:22]=[CH:23][CH:24]=[CH:25][CH:26]=2)[C:4](=[O:27])[N:3]1[CH2:28][C:29]([NH:37][C:36]1[CH:38]=[CH:39][C:33]([F:32])=[CH:34][CH:35]=1)=[O:30], predict the reactants needed to synthesize it. The reactants are: [O:1]=[C:2]1[N:8]([CH2:9][C:10](=[O:16])[N:11]2[CH2:15][CH2:14][CH2:13][CH2:12]2)[C:7]2[CH:17]=[CH:18][CH:19]=[CH:20][C:6]=2[N:5]([C:21]2[CH:26]=[CH:25][CH:24]=[CH:23][CH:22]=2)[C:4](=[O:27])[N:3]1[CH2:28][C:29](O)=[O:30].[F:32][C:33]1[CH:39]=[CH:38][C:36]([NH2:37])=[CH:35][CH:34]=1. (5) Given the product [ClH:44].[ClH:44].[C:42]([CH:14]1[C@@H:15]2[N:16]([CH2:17][CH2:18][C:19]3[C:25]4[CH:26]=[CH:27][CH:28]=[CH:29][C:24]=4[O:23][C:20]=32)[CH2:21][CH2:22][C@H:5]1[NH:6][CH2:7][CH2:8][CH2:37][S:34]([NH2:33])(=[O:36])=[O:35])#[N:43], predict the reactants needed to synthesize it. The reactants are: O=C1[N:6]([CH2:7][CH2:8]NS(C)(=O)=O)[C@:5]2([CH2:22][C@@H:21]3[N:16]([CH2:17][CH2:18][C:19]4[C:25]5[CH:26]=[CH:27][CH:28]=[CH:29][C:24]=5[O:23][C:20]=43)[CH2:15][CH2:14]2)CN1.NCC[NH:33][S:34]([CH3:37])(=[O:36])=[O:35].C[Si]([C:42]#[N:43])(C)C.[ClH:44].